Dataset: NCI-60 drug combinations with 297,098 pairs across 59 cell lines. Task: Regression. Given two drug SMILES strings and cell line genomic features, predict the synergy score measuring deviation from expected non-interaction effect. (1) Drug 1: CC1=C2C(C(=O)C3(C(CC4C(C3C(C(C2(C)C)(CC1OC(=O)C(C(C5=CC=CC=C5)NC(=O)C6=CC=CC=C6)O)O)OC(=O)C7=CC=CC=C7)(CO4)OC(=O)C)O)C)OC(=O)C. Drug 2: CC1CCCC2(C(O2)CC(NC(=O)CC(C(C(=O)C(C1O)C)(C)C)O)C(=CC3=CSC(=N3)C)C)C. Cell line: NCI-H460. Synergy scores: CSS=88.7, Synergy_ZIP=7.29, Synergy_Bliss=5.03, Synergy_Loewe=4.97, Synergy_HSA=7.33. (2) Drug 1: CC1=C(C(CCC1)(C)C)C=CC(=CC=CC(=CC(=O)O)C)C. Drug 2: C1CNP(=O)(OC1)N(CCCl)CCCl. Cell line: M14. Synergy scores: CSS=0.0765, Synergy_ZIP=0.896, Synergy_Bliss=1.88, Synergy_Loewe=1.77, Synergy_HSA=0.127. (3) Drug 1: COC1=C2C(=CC3=C1OC=C3)C=CC(=O)O2. Drug 2: CC1C(C(CC(O1)OC2CC(CC3=C2C(=C4C(=C3O)C(=O)C5=CC=CC=C5C4=O)O)(C(=O)C)O)N)O. Cell line: BT-549. Synergy scores: CSS=34.4, Synergy_ZIP=-1.25, Synergy_Bliss=-2.01, Synergy_Loewe=-10.7, Synergy_HSA=-2.05. (4) Drug 1: C1CN1P(=S)(N2CC2)N3CC3. Drug 2: CC12CCC3C(C1CCC2O)C(CC4=C3C=CC(=C4)O)CCCCCCCCCS(=O)CCCC(C(F)(F)F)(F)F. Cell line: DU-145. Synergy scores: CSS=18.0, Synergy_ZIP=-3.29, Synergy_Bliss=6.58, Synergy_Loewe=-1.54, Synergy_HSA=5.91. (5) Drug 1: CC(CN1CC(=O)NC(=O)C1)N2CC(=O)NC(=O)C2. Drug 2: C1CCC(CC1)NC(=O)N(CCCl)N=O. Cell line: U251. Synergy scores: CSS=40.6, Synergy_ZIP=-13.5, Synergy_Bliss=-3.62, Synergy_Loewe=-2.00, Synergy_HSA=0.801. (6) Drug 1: C1CC(C1)(C(=O)O)C(=O)O.[NH2-].[NH2-].[Pt+2]. Drug 2: CCC1(CC2CC(C3=C(CCN(C2)C1)C4=CC=CC=C4N3)(C5=C(C=C6C(=C5)C78CCN9C7C(C=CC9)(C(C(C8N6C)(C(=O)OC)O)OC(=O)C)CC)OC)C(=O)OC)O.OS(=O)(=O)O. Cell line: UACC-257. Synergy scores: CSS=-1.87, Synergy_ZIP=-1.09, Synergy_Bliss=-4.27, Synergy_Loewe=-4.50, Synergy_HSA=-4.48. (7) Drug 1: CS(=O)(=O)CCNCC1=CC=C(O1)C2=CC3=C(C=C2)N=CN=C3NC4=CC(=C(C=C4)OCC5=CC(=CC=C5)F)Cl. Drug 2: C#CCC(CC1=CN=C2C(=N1)C(=NC(=N2)N)N)C3=CC=C(C=C3)C(=O)NC(CCC(=O)O)C(=O)O. Cell line: OVCAR-4. Synergy scores: CSS=45.6, Synergy_ZIP=0.571, Synergy_Bliss=-1.20, Synergy_Loewe=-19.1, Synergy_HSA=-0.515. (8) Drug 1: CCC(=C(C1=CC=CC=C1)C2=CC=C(C=C2)OCCN(C)C)C3=CC=CC=C3.C(C(=O)O)C(CC(=O)O)(C(=O)O)O. Drug 2: C1CN(P(=O)(OC1)NCCCl)CCCl. Cell line: NCIH23. Synergy scores: CSS=3.95, Synergy_ZIP=3.36, Synergy_Bliss=-2.92, Synergy_Loewe=-2.01, Synergy_HSA=-2.15. (9) Drug 1: CN(C)N=NC1=C(NC=N1)C(=O)N. Drug 2: CCCCC(=O)OCC(=O)C1(CC(C2=C(C1)C(=C3C(=C2O)C(=O)C4=C(C3=O)C=CC=C4OC)O)OC5CC(C(C(O5)C)O)NC(=O)C(F)(F)F)O. Cell line: MOLT-4. Synergy scores: CSS=33.8, Synergy_ZIP=3.76, Synergy_Bliss=13.5, Synergy_Loewe=16.5, Synergy_HSA=16.6. (10) Drug 1: CNC(=O)C1=CC=CC=C1SC2=CC3=C(C=C2)C(=NN3)C=CC4=CC=CC=N4. Drug 2: C1=CC=C(C=C1)NC(=O)CCCCCCC(=O)NO. Cell line: SK-MEL-2. Synergy scores: CSS=16.4, Synergy_ZIP=-0.298, Synergy_Bliss=0.114, Synergy_Loewe=-16.3, Synergy_HSA=-0.840.